Dataset: CYP3A4 inhibition data for predicting drug metabolism from PubChem BioAssay. Task: Regression/Classification. Given a drug SMILES string, predict its absorption, distribution, metabolism, or excretion properties. Task type varies by dataset: regression for continuous measurements (e.g., permeability, clearance, half-life) or binary classification for categorical outcomes (e.g., BBB penetration, CYP inhibition). Dataset: cyp3a4_veith. (1) The result is 0 (non-inhibitor). The drug is CCCCNC(=O)COC(=O)c1cc(F)c(F)cc1Cl. (2) The molecule is CCn1c2ccccc2c2cc(N=C3SC(CC(=O)Nc4ccccc4)C(=O)N3C)ccc21. The result is 1 (inhibitor). (3) The compound is O=C(N/N=C\c1cn(-c2ccccc2)nc1-c1ccccc1)c1ccc2c(c1)OCO2. The result is 1 (inhibitor). (4) The drug is Cn1cnc([N+](=O)[O-])c1Sc1nc(N)nc2c1ncn2Cc1ccccc1. The result is 0 (non-inhibitor).